This data is from Experimentally validated miRNA-target interactions with 360,000+ pairs, plus equal number of negative samples. The task is: Binary Classification. Given a miRNA mature sequence and a target amino acid sequence, predict their likelihood of interaction. (1) Result: 0 (no interaction). The protein sequence of the target gene is MFRNQYDNDVTVWSPQGRIHQIEYAMEAVKQGSATVGLKSKTHAVLVALKRAQSELAAHQKKILHVDNHIGISIAGLTADARLLCNFMRQECLDSRFVFDRPLPVSRLVSLIGSKTQIPTQRYGRRPYGVGLLIAGYDDMGPHIFQTCPSANYFDCRAMSIGARSQSARTYLERHMSEFMECNLNELVKHGLRALRETLPAEQDLTTKNVSIGIVGKDLEFTIYDDDDVSPFLEGLEERPQRKAQPAQPADEPAEKADEPMEH. The miRNA is hsa-miR-6769b-3p with sequence CCCUCUCUGUCCCACCCAUAG. (2) The miRNA is hsa-miR-548ad-5p with sequence AAAAGUAAUUGUGGUUUUUG. The protein sequence of the target gene is MSVSLVVIRLELAGHSPVPTDFGFSAAAGEMSDEEIKKKTLASAVACLEGKSAGEKAAIIHQHLGRREMTDVIIETMKARADEVRDTVEEKKPSAAPVSAQRSREQSESVNTAPESPSKQLPDQISFFSGNPSVEIVHGIMHLYKTNKMTSLKEDVRRSAMLCVLTVPATMTSHDLMKFVAPFNDVIEQMKIIRDSTPNQYMVLIKFSAQADADSFYMACNGRQFNSIEDDVCQLVYVERAEVLKSEDGASLPVMDLTELPKCTVCLERMDESVNGILTTLCNHSFHSQCLQRWDDTTCP.... Result: 0 (no interaction).